Dataset: Reaction yield outcomes from USPTO patents with 853,638 reactions. Task: Predict the reaction yield, written as a fraction of the theoretical maximum amount of product (1.0 means a 100% yield; for example, 0.34 means a 34% yield). (1) The reactants are [CH3:1][C:2]([CH3:21])([CH3:20])[C:3]([N:5]1[CH2:10][CH2:9][N:8]([C:11]2[CH:12]=[N:13][C:14]([N+:17]([O-:19])=[O:18])=[CH:15][CH:16]=2)[CH2:7][CH2:6]1)=O.CSC. The catalyst is C1COCC1. The product is [CH3:1][C:2]([CH3:21])([CH3:20])[CH2:3][N:5]1[CH2:6][CH2:7][N:8]([C:11]2[CH:12]=[N:13][C:14]([N+:17]([O-:19])=[O:18])=[CH:15][CH:16]=2)[CH2:9][CH2:10]1. The yield is 0.525. (2) The reactants are [N:1]([C:4]1[N:14]=[C:7]2[CH:8]=[CH:9][C:10]([O:12][CH3:13])=[CH:11][N:6]2[N:5]=1)=[C:2]=S.[CH2:15]([N:17]([CH2:20][CH3:21])[CH2:18][CH3:19])C.[CH:22]([N:25]=C=NC(C)C)(C)C.[C:31](=[O:34])(O)[O-].[Na+].[CH:36](Cl)(Cl)Cl. The catalyst is CN(C)C=O. The product is [CH3:13][O:12][C:10]1[CH:9]=[CH:8][C:7]2[N:6]([N:5]=[C:4]([NH:1][C:2]3[O:34][C@:31]4([CH2:22][N:25]=3)[CH:36]3[CH2:21][CH2:20][N:17]([CH2:18][CH2:19]3)[CH2:15]4)[N:14]=2)[CH:11]=1. The yield is 0.420. (3) The reactants are S([O-])([O-])=O.[Na+].[Na+].[F:7][C:8]1[CH:9]=[C:10]([S:15](Cl)(=[O:17])=[O:16])[CH:11]=[CH:12][C:13]=1[F:14].S(Cl)(Cl)(=O)=O.[OH-].[Na+].Cl. The catalyst is O.CCOC(C)=O. The product is [F:7][C:8]1[CH:9]=[C:10]([S:15]([OH:17])=[O:16])[CH:11]=[CH:12][C:13]=1[F:14]. The yield is 1.00. (4) The reactants are [CH3:1][O:2][C:3]1[CH:4]=[C:5]([CH2:9][C:10]#[N:11])[CH:6]=[CH:7][CH:8]=1.Br[CH2:13][CH2:14]Br.[OH-].[Na+]. The catalyst is [Br-].C([N+](CCCC)(CCCC)CCCC)CCC.C1(C)C=CC=CC=1.C(OCC)(=O)C. The product is [CH3:1][O:2][C:3]1[CH:4]=[C:5]([C:9]2([C:10]#[N:11])[CH2:14][CH2:13]2)[CH:6]=[CH:7][CH:8]=1. The yield is 0.480.